This data is from Full USPTO retrosynthesis dataset with 1.9M reactions from patents (1976-2016). The task is: Predict the reactants needed to synthesize the given product. Given the product [CH2:16]([O:15][N:14]1[C:10]([CH:4]([NH2:1])[CH:5]([CH2:8][CH3:9])[CH2:6][CH3:7])=[CH:11][CH:12]=[N:13]1)[C:17]1[CH:22]=[CH:21][CH:20]=[CH:19][CH:18]=1, predict the reactants needed to synthesize it. The reactants are: [N:1]([CH:4]([C:10]1[N:14]([O:15][CH2:16][C:17]2[CH:22]=[CH:21][CH:20]=[CH:19][CH:18]=2)[N:13]=[CH:12][CH:11]=1)[CH:5]([CH2:8][CH3:9])[CH2:6][CH3:7])=[N+]=[N-].O.C1(P(C2C=CC=CC=2)C2C=CC=CC=2)C=CC=CC=1.